Predict which catalyst facilitates the given reaction. From a dataset of Catalyst prediction with 721,799 reactions and 888 catalyst types from USPTO. (1) Reactant: [C:1]([O:5][C:6](=[O:31])[CH2:7][O:8][C:9]1[C:14]2[CH2:15][CH2:16][CH2:17][CH2:18][CH:19]([NH:20][S:21]([C:24]3[CH:29]=[CH:28][C:27](I)=[CH:26][CH:25]=3)(=[O:23])=[O:22])[C:13]=2[CH:12]=[CH:11][CH:10]=1)([CH3:4])([CH3:3])[CH3:2].[CH3:32][S:33][C:34]1[CH:35]=[C:36](B(O)O)[CH:37]=[CH:38][CH:39]=1.C([O-])([O-])=O.[K+].[K+]. Product: [C:1]([O:5][C:6](=[O:31])[CH2:7][O:8][C:9]1[C:14]2[CH2:15][CH2:16][CH2:17][CH2:18][CH:19]([NH:20][S:21]([C:24]3[CH:29]=[CH:28][C:27]([C:38]4[CH:37]=[CH:36][CH:35]=[C:34]([S:33][CH3:32])[CH:39]=4)=[CH:26][CH:25]=3)(=[O:23])=[O:22])[C:13]=2[CH:12]=[CH:11][CH:10]=1)([CH3:4])([CH3:3])[CH3:2]. The catalyst class is: 77. (2) Product: [Br:1][C:2]1[CH:8]=[CH:7][C:5]([NH:6][C:24](=[O:26])[CH:23]=[N:19][OH:20])=[C:4]([CH2:9][CH3:10])[CH:3]=1. Reactant: [Br:1][C:2]1[CH:8]=[CH:7][C:5]([NH2:6])=[C:4]([CH2:9][CH3:10])[CH:3]=1.Cl.[O-]S([O-])(=O)=O.[Na+].[Na+].[NH2:19][OH:20].Cl.Cl[C:23](Cl)(Cl)[CH:24]([OH:26])O. The catalyst class is: 6.